This data is from Full USPTO retrosynthesis dataset with 1.9M reactions from patents (1976-2016). The task is: Predict the reactants needed to synthesize the given product. (1) Given the product [C:21]1([CH:27]([NH:29][C:16]([CH2:15][CH:12]2[CH2:11][CH2:10][N:9]([CH2:8][C:5]3[CH:4]=[CH:3][C:2]([F:1])=[CH:7][CH:6]=3)[CH2:14][CH2:13]2)=[O:18])[CH3:28])[CH:26]=[CH:25][CH:24]=[CH:23][CH:22]=1, predict the reactants needed to synthesize it. The reactants are: [F:1][C:2]1[CH:7]=[CH:6][C:5]([CH2:8][N:9]2[CH2:14][CH2:13][CH:12]([CH2:15][C:16]([O:18]CC)=O)[CH2:11][CH2:10]2)=[CH:4][CH:3]=1.[C:21]1([CH:27]([NH2:29])[CH3:28])[CH:26]=[CH:25][CH:24]=[CH:23][CH:22]=1.CCN=C=NCCCN(C)C.C1C=CC2N(O)N=NC=2C=1. (2) Given the product [O:20]=[C:14]([O:7][C:1]1[CH:6]=[CH:5][CH:4]=[CH:3][CH:2]=1)[CH2:15][CH2:16][C:17]([OH:19])=[O:18], predict the reactants needed to synthesize it. The reactants are: [C:1]1([OH:7])[CH:6]=[CH:5][CH:4]=[CH:3][CH:2]=1.C(=O)([O-])[O-].[Na+].[Na+].[C:14]1(=[O:20])[O:19][C:17](=[O:18])[CH2:16][CH2:15]1.Cl. (3) The reactants are: COC1C=CC(C[N:8]2[C:12]([CH2:13][CH2:14][CH2:15][C:16]([NH:18][CH:19]3[CH2:24][CH2:23][N:22]([C:25]([O:27][CH2:28][C:29]4[CH:34]=[C:33]([Cl:35])[CH:32]=[C:31]([Cl:36])[CH:30]=4)=[O:26])[CH2:21][CH2:20]3)=[O:17])=[N:11][N:10]=[N:9]2)=CC=1.Cl. Given the product [NH:11]1[C:12]([CH2:13][CH2:14][CH2:15][C:16]([NH:18][CH:19]2[CH2:24][CH2:23][N:22]([C:25]([O:27][CH2:28][C:29]3[CH:30]=[C:31]([Cl:36])[CH:32]=[C:33]([Cl:35])[CH:34]=3)=[O:26])[CH2:21][CH2:20]2)=[O:17])=[N:8][N:9]=[N:10]1, predict the reactants needed to synthesize it. (4) Given the product [Br:31][CH2:5][C:4]1[CH:7]=[CH:8][CH:9]=[CH:10][C:3]=1[O:2][CH3:1], predict the reactants needed to synthesize it. The reactants are: [CH3:1][O:2][C:3]1[CH:10]=[CH:9][CH:8]=[CH:7][C:4]=1[CH2:5]O.C1(P(C2C=CC=CC=2)C2C=CC=CC=2)C=CC=CC=1.C(Br)(Br)(Br)[Br:31]. (5) Given the product [C:1]([O:5][C:6](=[O:32])[NH:7][C:8]1[CH:9]=[N:10][CH:11]=[C:12]([C:15]2[CH:16]=[C:17]3[C:21](=[CH:22][CH:23]=2)[N:20]([CH:24]2[CH2:29][CH2:28][CH2:27][CH2:26][O:25]2)[N:19]=[C:18]3[C:30]2[NH:77][C:78]([CH2:84][CH3:83])=[C:79]([CH2:81][CH3:82])[N:80]=2)[C:13]=1[CH3:14])([CH3:4])([CH3:3])[CH3:2], predict the reactants needed to synthesize it. The reactants are: [C:1]([O:5][C:6](=[O:32])[NH:7][C:8]1[CH:9]=[N:10][CH:11]=[C:12]([C:15]2[CH:16]=[C:17]3[C:21](=[CH:22][CH:23]=2)[N:20]([CH:24]2[CH2:29][CH2:28][CH2:27][CH2:26][O:25]2)[N:19]=[C:18]3[CH:30]=O)[C:13]=1[CH3:14])([CH3:4])([CH3:3])[CH3:2].CCC(=O)C(=O)CC.C([O-])(=O)C.[NH4+].C(OC(=O)N(CC)CC1C=NC=C(C2C=C3C(=CC=2)N(C2CCCCO2)N=C3C2[NH:80][C:79]3[CH2:81][CH2:82][CH2:83][CH2:84][C:78]=3[N:77]=2)C=1C)(C)(C)C.